From a dataset of Full USPTO retrosynthesis dataset with 1.9M reactions from patents (1976-2016). Predict the reactants needed to synthesize the given product. (1) The reactants are: Br[C:2]1[S:3][CH:4]=[CH:5][CH:6]=1.[Mg].II.[CH3:10][N:11]1[CH2:16][CH2:15][CH:14]([O:17][C:18](=[O:26])[C:19](=[O:25])[C:20]2[S:21][CH:22]=[CH:23][CH:24]=2)[CH2:13][CH2:12]1.[Cl-].[NH4+]. Given the product [CH3:10][N:11]1[CH2:16][CH2:15][CH:14]([O:17][C:18](=[O:26])[C:19]([OH:25])([C:20]2[S:21][CH:22]=[CH:23][CH:24]=2)[C:2]2[S:3][CH:4]=[CH:5][CH:6]=2)[CH2:13][CH2:12]1, predict the reactants needed to synthesize it. (2) Given the product [CH3:1][O:2][C:3](=[O:33])[C:4]1[CH:9]=[CH:8][C:7]([CH2:10][N:11]2[CH:15]=[C:14]([C:16]3[CH:21]=[CH:20][C:19]([Cl:22])=[CH:18][C:17]=3[Cl:23])[N:13]=[C:12]2/[CH:24]=[CH:25]/[C:26]2[CH:31]=[CH:30][C:29]([C:45]3[CH:44]=[CH:43][CH:42]=[C:41]([N:38]4[CH2:37][CH2:36][O:35][CH2:40][CH2:39]4)[CH:46]=3)=[CH:28][CH:27]=2)=[CH:6][CH:5]=1, predict the reactants needed to synthesize it. The reactants are: [CH3:1][O:2][C:3](=[O:33])[C:4]1[CH:9]=[CH:8][C:7]([CH2:10][N:11]2[CH:15]=[C:14]([C:16]3[CH:21]=[CH:20][C:19]([Cl:22])=[CH:18][C:17]=3[Cl:23])[N:13]=[C:12]2/[CH:24]=[CH:25]/[C:26]2[CH:31]=[CH:30][C:29](Br)=[CH:28][CH:27]=2)=[CH:6][CH:5]=1.Cl.[O:35]1[CH2:40][CH2:39][N:38]([C:41]2[CH:42]=[C:43](B(O)O)[CH:44]=[CH:45][CH:46]=2)[CH2:37][CH2:36]1. (3) The reactants are: [CH3:1][O:2][C:3]1[C:12]2[C:7](=[CH:8][CH:9]=[CH:10][CH:11]=2)[C:6]([O:13][CH3:14])=[C:5]([CH3:15])[C:4]=1[CH2:16][CH:17]=[C:18]([CH3:21])[CH2:19][OH:20].C1C=CC(N=NC2C=CC(N)=NC=2N)=CC=1.Cl.[Cr](O[Cr]([O-])(=O)=O)([O-])(=O)=O. Given the product [CH3:1][O:2][C:3]1[C:12]2[C:7](=[CH:8][CH:9]=[CH:10][CH:11]=2)[C:6]([O:13][CH3:14])=[C:5]([CH3:15])[C:4]=1[CH2:16][CH:17]=[C:18]([CH3:21])[CH:19]=[O:20], predict the reactants needed to synthesize it. (4) Given the product [N:1]1([C:7]2[N:12]=[C:11]([N:13]3[CH2:18][CH2:17][O:16][CH2:15][CH2:14]3)[N:10]=[C:9]([C:19]3[CH:25]=[CH:24][C:22]([NH:23][C:33]([NH:32][C:28]4[CH:27]=[N:26][CH:31]=[CH:30][CH:29]=4)=[O:34])=[CH:21][CH:20]=3)[N:8]=2)[CH2:2][CH2:3][O:4][CH2:5][CH2:6]1, predict the reactants needed to synthesize it. The reactants are: [N:1]1([C:7]2[N:12]=[C:11]([N:13]3[CH2:18][CH2:17][O:16][CH2:15][CH2:14]3)[N:10]=[C:9]([C:19]3[CH:25]=[CH:24][C:22]([NH2:23])=[CH:21][CH:20]=3)[N:8]=2)[CH2:6][CH2:5][O:4][CH2:3][CH2:2]1.[N:26]1[CH:31]=[CH:30][CH:29]=[C:28]([N:32]=[C:33]=[O:34])[CH:27]=1. (5) Given the product [Cl:17][C:18]1[CH:23]=[C:22]([C:2]2[CH:11]=[CH:10][N:9]=[C:8]3[C:3]=2[C:4]2[CH:16]=[CH:15][CH:14]=[CH:13][C:5]=2[C:6](=[O:12])[NH:7]3)[CH:21]=[CH:20][CH:19]=1, predict the reactants needed to synthesize it. The reactants are: Cl[C:2]1[CH:11]=[CH:10][N:9]=[C:8]2[C:3]=1[C:4]1[CH:16]=[CH:15][CH:14]=[CH:13][C:5]=1[C:6](=[O:12])[NH:7]2.[Cl:17][C:18]1[CH:19]=[C:20](B(O)O)[CH:21]=[CH:22][CH:23]=1. (6) Given the product [F:5][C:6]1[CH:7]=[C:8]([N:18]2[CH2:22][C@H:21]([C:23]([NH:4][CH2:1][CH:2]=[CH2:3])=[O:24])[O:20][C:19]2=[O:26])[CH:9]=[CH:10][C:11]=1[N:12]1[CH2:17][CH2:16][O:15][CH2:14][CH2:13]1, predict the reactants needed to synthesize it. The reactants are: [CH2:1]([NH2:4])[CH:2]=[CH2:3].[F:5][C:6]1[CH:7]=[C:8]([N:18]2[CH2:22][C@H:21]([C:23](Cl)=[O:24])[O:20][C:19]2=[O:26])[CH:9]=[CH:10][C:11]=1[N:12]1[CH2:17][CH2:16][O:15][CH2:14][CH2:13]1. (7) Given the product [CH2:8]([O:15][C:17]1[CH:18]=[C:19]([CH:56]=[C:57]([C:59]([F:62])([F:60])[F:61])[CH:58]=1)[CH2:20][N:21]([CH2:34][C:35]1[CH:40]=[C:39]([C:41]([F:42])([F:43])[F:44])[CH:38]=[CH:37][C:36]=1[C:45]1[CH:50]=[C:49]([CH:51]([CH3:53])[CH3:52])[CH:48]=[CH:47][C:46]=1[O:54][CH3:55])[C:22]1[N:27]=[CH:26][C:25]([N:28]2[CH2:29][CH2:30][O:31][CH2:32][CH2:33]2)=[CH:24][N:23]=1)[C:9]1[CH:14]=[CH:13][CH:12]=[CH:11][CH:10]=1, predict the reactants needed to synthesize it. The reactants are: O1CCCC1.[H-].[Na+].[CH2:8]([OH:15])[C:9]1[CH:14]=[CH:13][CH:12]=[CH:11][CH:10]=1.F[C:17]1[CH:18]=[C:19]([CH:56]=[C:57]([C:59]([F:62])([F:61])[F:60])[CH:58]=1)[CH2:20][N:21]([CH2:34][C:35]1[CH:40]=[C:39]([C:41]([F:44])([F:43])[F:42])[CH:38]=[CH:37][C:36]=1[C:45]1[CH:50]=[C:49]([CH:51]([CH3:53])[CH3:52])[CH:48]=[CH:47][C:46]=1[O:54][CH3:55])[C:22]1[N:27]=[CH:26][C:25]([N:28]2[CH2:33][CH2:32][O:31][CH2:30][CH2:29]2)=[CH:24][N:23]=1.